Dataset: Reaction yield outcomes from USPTO patents with 853,638 reactions. Task: Predict the reaction yield, written as a fraction of the theoretical maximum amount of product (1.0 means a 100% yield; for example, 0.34 means a 34% yield). The reactants are C(Cl)(=O)C(Cl)=O.[Cl:7][C:8]1[C:16]([F:17])=[CH:15][C:11]([C:12]([OH:14])=O)=[C:10]([F:18])[CH:9]=1.C(=O)([O-])[O-].[K+].[K+].[CH:25]1([C@H:28]([NH2:30])[CH3:29])[CH2:27][CH2:26]1. The catalyst is O.C(Cl)Cl.CN(C=O)C. The product is [Cl:7][C:8]1[C:16]([F:17])=[CH:15][C:11]([C:12]([NH:30][C@@H:28]([CH:25]2[CH2:27][CH2:26]2)[CH3:29])=[O:14])=[C:10]([F:18])[CH:9]=1. The yield is 0.960.